This data is from Reaction yield outcomes from USPTO patents with 853,638 reactions. The task is: Predict the reaction yield, written as a fraction of the theoretical maximum amount of product (1.0 means a 100% yield; for example, 0.34 means a 34% yield). (1) The reactants are [C:1]([O:5][C:6]([N:8]1[C:19]2[C:11](=[C:12]3[C:16](=[CH:17][CH:18]=2)[NH:15][C:14]([C:20]([O:22]C)=[O:21])=[CH:13]3)[CH2:10][CH2:9]1)=[O:7])([CH3:4])([CH3:3])[CH3:2].Cl.CN1CCN(C(Cl)=O)CC1.C(O)C=C.N1C=CC=CC=1. The catalyst is C(Cl)Cl. The product is [C:1]([O:5][C:6]([N:8]1[C:19]2[C:11](=[C:12]3[C:16](=[CH:17][CH:18]=2)[NH:15][C:14]([C:20]([OH:22])=[O:21])=[CH:13]3)[CH2:10][CH2:9]1)=[O:7])([CH3:4])([CH3:2])[CH3:3]. The yield is 0.400. (2) The reactants are [NH2:1][C:2]1[CH:3]=[C:4]2[C:9](=[C:10]([Cl:12])[CH:11]=1)[N:8]=[CH:7][C:6]([C:13]#[N:14])=[C:5]2[NH:15][C:16]1[CH:21]=[CH:20][C:19]([F:22])=[C:18]([Cl:23])[CH:17]=1.[CH3:24][N:25]1[CH:29]=[C:28]([CH:30]=O)[N:27]=[CH:26]1.[BH3-]C#N.[Na+]. The catalyst is CCO. The product is [Cl:12][C:10]1[CH:11]=[C:2]([NH:1][CH2:30][C:28]2[N:27]=[CH:26][N:25]([CH3:24])[CH:29]=2)[CH:3]=[C:4]2[C:9]=1[N:8]=[CH:7][C:6]([C:13]#[N:14])=[C:5]2[NH:15][C:16]1[CH:21]=[CH:20][C:19]([F:22])=[C:18]([Cl:23])[CH:17]=1. The yield is 0.490. (3) The reactants are [CH3:1][CH:2]([OH:4])[CH3:3].C(N(CC)CC)C.[F:12][C:13]1[CH:14]=[CH:15][C:16]([C:19](F)=[O:20])=[N:17][CH:18]=1. The catalyst is O. The product is [F:12][C:13]1[CH:14]=[CH:15][C:16]([C:19]([O:4][CH:2]([CH3:3])[CH3:1])=[O:20])=[N:17][CH:18]=1. The yield is 0.230. (4) The reactants are [N+:1]([C:4]1[CH:5]=[N:6][NH:7][CH:8]=1)([O-:3])=[O:2].Br[C:10]([CH3:13])([CH3:12])[CH3:11].C(=O)([O-])[O-].[K+].[K+]. The catalyst is CN(C)C=O.O. The product is [C:10]([N:6]1[CH:5]=[C:4]([N+:1]([O-:3])=[O:2])[CH:8]=[N:7]1)([CH3:13])([CH3:12])[CH3:11]. The yield is 0.670. (5) The reactants are [C:1](=[O:8])([O:3][C:4]([CH3:7])([CH3:6])[CH3:5])[NH2:2].[OH-].[Na+].ClN1C(C)(C)C(=O)N(Cl)C1=[O:14].[F:22][C:23]([F:33])([F:32])[C:24]1[CH:25]=[C:26]([CH:29]=[CH:30][CH:31]=1)[CH:27]=[CH2:28].S([O-])([O-])=O.[Na+].[Na+]. The catalyst is C(O)CC.CC[C@H]1[C@H]2C[C@H]([C@H](OC3C4C(=CC=CC=4)C(O[C@H](C4C=CN=C5C=4C=C(OC)C=C5)[C@@H]4N5C[C@H](CC)[C@@H](CC5)C4)=NN=3)C3C=CN=C4C=3C=C(OC)C=C4)N(CC2)C1. The product is [F:22][C:23]([F:32])([F:33])[C:24]1[CH:25]=[C:26]([C@H:27]([NH:2][C:1](=[O:8])[O:3][C:4]([CH3:7])([CH3:6])[CH3:5])[CH2:28][OH:14])[CH:29]=[CH:30][CH:31]=1. The yield is 0.530. (6) The reactants are [NH2:1][C:2]1[NH:3][C:4](=[O:11])[C:5]2[CH:10]=[CH:9][NH:8][C:6]=2[N:7]=1.[CH3:12][C:13]([CH3:18])([CH3:17])[C:14](Cl)=[O:15]. The catalyst is N1C=CC=CC=1. The product is [CH3:12][C:13]([CH3:18])([CH3:17])[C:14]([NH:1][C:2]1[NH:3][C:4](=[O:11])[C:5]2[CH:10]=[CH:9][NH:8][C:6]=2[N:7]=1)=[O:15]. The yield is 0.930. (7) The reactants are [CH2:1]([NH2:9])[CH2:2][CH2:3][CH2:4][CH2:5][CH2:6][CH2:7][CH3:8].[C:10]([OH:14])(=[O:13])[CH:11]=[CH2:12]. No catalyst specified. The product is [CH2:1]([N:9]([CH2:12][CH2:11][C:10]([OH:14])=[O:13])[CH2:12][CH2:11][C:10]([OH:14])=[O:13])[CH2:2][CH2:3][CH2:4][CH2:5][CH2:6][CH2:7][CH3:8]. The yield is 0.750. (8) The reactants are [F:1][C:2]1[CH:7]=[C:6]([O:8][CH2:9][C:10]2[CH:15]=[CH:14][C:13]([CH2:16][N:17]([CH2:33][CH2:34][C:35]3[CH:40]=[CH:39][CH:38]=[CH:37][CH:36]=3)[C:18]3[S:19][CH:20]=[C:21]([C:23]4[CH:28]=[CH:27][C:26]([C:29]([F:32])([F:31])[F:30])=[CH:25][CH:24]=4)[N:22]=3)=[CH:12][CH:11]=2)[CH:5]=[CH:4][C:3]=1[CH2:41][CH2:42][C:43]([O:45]CC)=[O:44]. The catalyst is C(O)C.O1CCCC1.[OH-].[Na+].O.Cl. The product is [F:1][C:2]1[CH:7]=[C:6]([O:8][CH2:9][C:10]2[CH:15]=[CH:14][C:13]([CH2:16][N:17]([CH2:33][CH2:34][C:35]3[CH:40]=[CH:39][CH:38]=[CH:37][CH:36]=3)[C:18]3[S:19][CH:20]=[C:21]([C:23]4[CH:28]=[CH:27][C:26]([C:29]([F:31])([F:30])[F:32])=[CH:25][CH:24]=4)[N:22]=3)=[CH:12][CH:11]=2)[CH:5]=[CH:4][C:3]=1[CH2:41][CH2:42][C:43]([OH:45])=[O:44]. The yield is 0.470.